From a dataset of Catalyst prediction with 721,799 reactions and 888 catalyst types from USPTO. Predict which catalyst facilitates the given reaction. (1) Reactant: [NH2:1][C@@H:2]([CH2:6][Si:7]([CH3:10])([CH3:9])[CH3:8])[C:3]([OH:5])=[O:4].[OH-].[K+].[C:13](O[C:13]([O:15][C:16]([CH3:19])([CH3:18])[CH3:17])=[O:14])([O:15][C:16]([CH3:19])([CH3:18])[CH3:17])=[O:14]. Product: [C:16]([O:15][C:13]([NH:1][C@@H:2]([CH2:6][Si:7]([CH3:10])([CH3:9])[CH3:8])[C:3]([OH:5])=[O:4])=[O:14])([CH3:19])([CH3:18])[CH3:17]. The catalyst class is: 127. (2) Reactant: [CH:1]1([CH2:6][C@@H:7]([C:19]([NH:21][NH:22][C:23]2[C:28]([F:29])=[C:27]([N:30]3[CH2:36][C@@H:35]([OH:37])[C:32]4([CH2:34][CH2:33]4)[CH2:31]3)[N:26]=[C:25]([CH3:38])[N:24]=2)=[O:20])[CH2:8][N:9]([O:12]C2CCCCO2)[CH:10]=[O:11])[CH2:5][CH2:4][CH2:3][CH2:2]1. Product: [CH:1]1([CH2:6][C@@H:7]([C:19]([NH:21][NH:22][C:23]2[C:28]([F:29])=[C:27]([N:30]3[CH2:36][CH:35]([OH:37])[C:32]4([CH2:34][CH2:33]4)[CH2:31]3)[N:26]=[C:25]([CH3:38])[N:24]=2)=[O:20])[CH2:8][N:9]([OH:12])[CH:10]=[O:11])[CH2:2][CH2:3][CH2:4][CH2:5]1. The catalyst class is: 313. (3) Reactant: Cl[C:2]1[C:11]2[C:6](=[CH:7][C:8]([O:14][CH3:15])=[C:9]([O:12][CH3:13])[CH:10]=2)[N:5]=[CH:4][N:3]=1.C(=O)([O-])[O-].[K+].[K+].[OH:22][C:23]1[CH:32]=[C:31]2[C:26]([CH:27]=[CH:28][CH:29]=[N:30]2)=[CH:25][CH:24]=1.[OH-].[Na+]. The catalyst class is: 3. Product: [CH3:13][O:12][C:9]1[CH:10]=[C:11]2[C:6](=[CH:7][C:8]=1[O:14][CH3:15])[N:5]=[CH:4][N:3]=[C:2]2[O:22][C:23]1[CH:32]=[C:31]2[C:26]([CH:27]=[CH:28][CH:29]=[N:30]2)=[CH:25][CH:24]=1.